Dataset: Forward reaction prediction with 1.9M reactions from USPTO patents (1976-2016). Task: Predict the product of the given reaction. (1) Given the reactants [CH3:1][N:2]([CH3:41])[CH:3]1[CH2:6][N:5]([CH:7]2[CH2:12][CH2:11][N:10]([C:13]([NH:15][C:16]3[CH:21]=[C:20]([O:22][C:23]4[CH:28]=[CH:27][C:26]([NH:29]C(=O)OCC5C=CC=CC=5)=[C:25]([F:40])[CH:24]=4)[CH:19]=[CH:18][N:17]=3)=[O:14])[CH2:9][CH2:8]2)[CH2:4]1, predict the reaction product. The product is: [NH2:29][C:26]1[CH:27]=[CH:28][C:23]([O:22][C:20]2[CH:19]=[CH:18][N:17]=[C:16]([NH:15][C:13]([N:10]3[CH2:11][CH2:12][CH:7]([N:5]4[CH2:6][CH:3]([N:2]([CH3:41])[CH3:1])[CH2:4]4)[CH2:8][CH2:9]3)=[O:14])[CH:21]=2)=[CH:24][C:25]=1[F:40]. (2) Given the reactants [Br:1][C:2]1[C:10]([F:11])=[C:9]2[C:5]([CH:6]=[N:7][NH:8]2)=[CH:4][CH:3]=1.[C:12](=O)([O-])[O-].[K+].[K+].IC, predict the reaction product. The product is: [Br:1][C:2]1[C:10]([F:11])=[C:9]2[C:5]([CH:6]=[N:7][N:8]2[CH3:12])=[CH:4][CH:3]=1. (3) The product is: [CH3:25][C:26]([CH3:41])([C:30]([NH:32][CH2:33][C:34]([F:39])([F:40])[C:35]([F:36])([F:38])[F:37])=[O:31])[C:27]([NH:1][C@@H:2]1[C:8](=[O:9])[N:7]([CH2:10][CH:11]([OH:16])[C:12]([F:15])([F:13])[F:14])[C:6]2[CH:17]=[CH:18][CH:19]=[CH:20][C:5]=2[C:4]2[CH:21]=[CH:22][CH:23]=[CH:24][C:3]1=2)=[O:28]. Given the reactants [NH2:1][C@@H:2]1[C:8](=[O:9])[N:7]([CH2:10][CH:11]([OH:16])[C:12]([F:15])([F:14])[F:13])[C:6]2[CH:17]=[CH:18][CH:19]=[CH:20][C:5]=2[C:4]2[CH:21]=[CH:22][CH:23]=[CH:24][C:3]1=2.[CH3:25][C:26]([CH3:41])([C:30]([NH:32][CH2:33][C:34]([F:40])([F:39])[C:35]([F:38])([F:37])[F:36])=[O:31])[C:27](O)=[O:28], predict the reaction product. (4) The product is: [C:11]([O:14][C@@H:15]1[C@@H:56]([O:57][C:58](=[O:60])[CH3:59])[C@H:55]([O:61][C:62](=[O:64])[CH3:63])[C@@H:54]([C:65]([O:67][CH3:68])=[O:66])[O:53][C@H:16]1[O:17][C:18]1[CH:23]=[CH:22][C:21]([C@@H:24]2[C@@H:27]([CH2:28][CH2:29][C@H:30]([O:38][C:39](=[O:41])[CH3:40])[C:31]3[CH:32]=[CH:33][C:34]([F:37])=[CH:35][CH:36]=3)[C:26](=[O:42])[N:25]2[C:43]2[CH:48]=[CH:47][C:46]([C:49]#[C:50][C:51]([OH:8])=[O:52])=[CH:45][CH:44]=2)=[CH:20][CH:19]=1)(=[O:13])[CH3:12]. Given the reactants P([O-])(O)(O)=O.[Na+].Cl([O-])=[O:8].[Na+].[C:11]([O:14][C@@H:15]1[C@@H:56]([O:57][C:58](=[O:60])[CH3:59])[C@H:55]([O:61][C:62](=[O:64])[CH3:63])[C@@H:54]([C:65]([O:67][CH3:68])=[O:66])[O:53][C@H:16]1[O:17][C:18]1[CH:23]=[CH:22][C:21]([C@@H:24]2[C@@H:27]([CH2:28][CH2:29][C@H:30]([O:38][C:39](=[O:41])[CH3:40])[C:31]3[CH:36]=[CH:35][C:34]([F:37])=[CH:33][CH:32]=3)[C:26](=[O:42])[N:25]2[C:43]2[CH:48]=[CH:47][C:46]([C:49]#[C:50][CH:51]=[O:52])=[CH:45][CH:44]=2)=[CH:20][CH:19]=1)(=[O:13])[CH3:12], predict the reaction product. (5) Given the reactants [C:1]([O:6]CC)(=O)[CH:2]=[N:3][OH:4].[CH:9]12[N:16]([CH2:17][CH2:18][NH2:19])[CH:13]([CH2:14][CH2:15]1)[CH2:12][CH2:11][CH2:10]2, predict the reaction product. The product is: [CH:13]12[N:16]([CH2:17][CH2:18][NH:19][C:1](=[O:6])[CH:2]=[N:3][OH:4])[CH:9]([CH2:15][CH2:14]1)[CH2:10][CH2:11][CH2:12]2. (6) Given the reactants [Si:1]([C:8]1[S:9][CH:10]=[CH:11][N:12]=1)([C:4]([CH3:7])([CH3:6])[CH3:5])([CH3:3])[CH3:2].[Li]CCCC.[O:18]=[C:19]1[CH2:24][CH2:23][N:22]([C:25]([O:27][CH2:28][C:29]2[CH:34]=[CH:33][CH:32]=[CH:31][CH:30]=2)=[O:26])[CH2:21][CH2:20]1, predict the reaction product. The product is: [Si:1]([C:8]1[S:9][C:10]([C:19]2([OH:18])[CH2:20][CH2:21][N:22]([C:25]([O:27][CH2:28][C:29]3[CH:34]=[CH:33][CH:32]=[CH:31][CH:30]=3)=[O:26])[CH2:23][CH2:24]2)=[CH:11][N:12]=1)([C:4]([CH3:7])([CH3:5])[CH3:6])([CH3:2])[CH3:3].